This data is from Forward reaction prediction with 1.9M reactions from USPTO patents (1976-2016). The task is: Predict the product of the given reaction. Given the reactants [CH3:1][O:2][C:3]1[CH:8]=[CH:7][CH:6]=[CH:5][C:4]=1[C:9]1[NH:13][N:12]=[C:11]([C:14]([N:16]2[CH2:21][CH2:20][O:19][CH2:18][CH2:17]2)=[O:15])[CH:10]=1.[CH3:22][O:23]C1C=CC(OC)=CC=1C1NN=C(C(O)=O)C=1, predict the reaction product. The product is: [CH3:1][O:2][C:3]1[CH:8]=[CH:7][C:6]([O:23][CH3:22])=[CH:5][C:4]=1[C:9]1[NH:13][N:12]=[C:11]([C:14]([N:16]2[CH2:21][CH2:20][O:19][CH2:18][CH2:17]2)=[O:15])[CH:10]=1.